This data is from Full USPTO retrosynthesis dataset with 1.9M reactions from patents (1976-2016). The task is: Predict the reactants needed to synthesize the given product. (1) Given the product [S:4]1[C:5]2[CH:11]=[CH:10][CH:9]=[CH:8][C:6]=2[N:7]=[C:3]1[NH:1][N:2]=[CH:15][C:14]1[C:13]([OH:12])=[CH:20][C:19]([OH:21])=[CH:18][C:17]=1[OH:22], predict the reactants needed to synthesize it. The reactants are: [NH:1]([C:3]1[S:4][C:5]2[CH:11]=[CH:10][CH:9]=[CH:8][C:6]=2[N:7]=1)[NH2:2].[OH:12][C:13]1[CH:20]=[C:19]([OH:21])[CH:18]=[C:17]([OH:22])[C:14]=1[CH:15]=O. (2) Given the product [NH2:32][CH2:2][C:3]1[CH:20]=[CH:19][C:18]2[C@@H:17]3[C@H:8]([C@H:9]4[C@@:13]([CH2:15][CH2:16]3)([CH3:14])[C@@H:12]([OH:21])[C@@H:11]([CH2:22][C:23]3[CH:24]=[C:25]([CH:29]=[CH:30][CH:31]=3)[C:26]([NH2:28])=[O:27])[CH2:10]4)[CH2:7][CH2:6][C:5]=2[CH:4]=1, predict the reactants needed to synthesize it. The reactants are: Br[CH2:2][C:3]1[CH:20]=[CH:19][C:18]2[C@@H:17]3[C@H:8]([C@H:9]4[C@@:13]([CH2:15][CH2:16]3)([CH3:14])[C@@H:12]([OH:21])[C@@H:11]([CH2:22][C:23]3[CH:24]=[C:25]([CH:29]=[CH:30][CH:31]=3)[C:26]([NH2:28])=[O:27])[CH2:10]4)[CH2:7][CH2:6][C:5]=2[CH:4]=1.[N-:32]=[N+]=[N-].[Na+].O. (3) Given the product [CH3:1][C:2]1[S:3][C:4]2[CH:10]=[C:9]([N+:12]([O-:14])=[O:13])[C:8]([CH3:11])=[CH:7][C:5]=2[N:6]=1, predict the reactants needed to synthesize it. The reactants are: [CH3:1][C:2]1[S:3][C:4]2[CH:10]=[CH:9][C:8]([CH3:11])=[CH:7][C:5]=2[N:6]=1.[N+:12]([O-])([O-:14])=[O:13].[K+].S(=O)(=O)(O)O. (4) Given the product [F:1][C:2]1[CH:7]=[CH:6][CH:5]=[CH:4][C:3]=1[N:8]1[C:16](=[O:17])[C:15]2[C@@H:14]3[C:18]([CH3:20])([CH3:19])[C@@:11]([CH3:21])([CH2:12][CH2:13]3)[C:10]=2[N:9]1[CH3:25], predict the reactants needed to synthesize it. The reactants are: [F:1][C:2]1[CH:7]=[CH:6][CH:5]=[CH:4][C:3]=1[N:8]1[C:16](=[O:17])[C:15]2[C@@H:14]3[C:18]([CH3:20])([CH3:19])[C@@:11]([CH3:21])([CH2:12][CH2:13]3)[C:10]=2[NH:9]1.IC.O.[C:25](=O)(O)[O-].[Na+].